From a dataset of Acute oral toxicity (LD50) regression data from Zhu et al.. Regression/Classification. Given a drug SMILES string, predict its toxicity properties. Task type varies by dataset: regression for continuous values (e.g., LD50, hERG inhibition percentage) or binary classification for toxic/non-toxic outcomes (e.g., AMES mutagenicity, cardiotoxicity, hepatotoxicity). Dataset: ld50_zhu. (1) The drug is CCCCCCCC(=O)Oc1c(I)cc(C#N)cc1I. The rat oral LD50 is 3.42, given as -log10 of the dose in mol/kg body weight (higher means more acutely toxic). (2) The compound is CC(=O)Nc1ccc2c(c1)sc1ccccc12. The rat oral LD50 is 2.31, given as -log10 of the dose in mol/kg body weight (higher means more acutely toxic). (3) The compound is CCN(CC)C(=S)NN=Cc1ccc([N+](=O)[O-])o1. The rat oral LD50 is 2.56, given as -log10 of the dose in mol/kg body weight (higher means more acutely toxic). (4) The drug is CN(Sc1cc(Cl)ccc1Cl)C(=O)Oc1cccc2c1OC(C)(C)C2. The rat oral LD50 is 4.20, given as -log10 of the dose in mol/kg body weight (higher means more acutely toxic).